Binary Classification. Given a miRNA mature sequence and a target amino acid sequence, predict their likelihood of interaction. From a dataset of Experimentally validated miRNA-target interactions with 360,000+ pairs, plus equal number of negative samples. The miRNA is mmu-miR-7213-3p with sequence UACCUCAAGAGAGCCAGUCU. The protein sequence of the target gene is MRRRRAGGRTMVERASKFVLVVAGSVCFMLILYQYAGPGLSLGAPGGRAPPDDLDLFPTPDPHYEKKYYFPVRELERSLRFDMKGDDVIVFLHIQKTGGTTFGRHLVQNVRLEVPCDCRPGQKKCTCYRPNRRETWLFSRFSTGWSCGLHADWTELTNCVPGVLDRRDSAALRTPRKFYYITLLRDPVSRYLSEWRHVQRGATWKTSLHMCDGRTPTPEELPPCYEGTDWSGCTLQEFMDCPYNLANNRQVRMLADLSLVGCYNLSFIPEGKRAQLLLESAKKNLRGMAFFGLTEFQRKT.... Result: 0 (no interaction).